From a dataset of hERG Central: cardiac toxicity at 1µM, 10µM, and general inhibition. Predict hERG channel inhibition at various concentrations. (1) Results: hERG_inhib (hERG inhibition (general)): blocker. The drug is CN1CCN(C(=O)/C(=C/c2ccc(F)cc2)c2ccsc2)CC1.Cl. (2) The compound is O=C(NCCc1c[nH]c2ccccc12)C1CCN(Cc2ccc(Br)cc2)CC1. Results: hERG_inhib (hERG inhibition (general)): blocker. (3) The drug is O=C(Cn1ccc(C(F)(F)F)n1)Nc1cccc(S(=O)(=O)N2CCCCC2)c1. Results: hERG_inhib (hERG inhibition (general)): blocker. (4) The drug is CCC1(C)Cc2c(sc3nnn(CC(=O)Nc4ccccc4C)c(=O)c23)CO1. Results: hERG_inhib (hERG inhibition (general)): blocker. (5) The drug is Cc1ccc(CN2C3=NCCCN3c3ccccc32)cc1.Cl. Results: hERG_inhib (hERG inhibition (general)): blocker. (6) The molecule is CC1CCN(CCCn2c(SCC(=O)NC3CCCC3)nc3ccccc3c2=O)CC1. Results: hERG_inhib (hERG inhibition (general)): blocker. (7) The molecule is O=C(c1ccc([N+](=O)[O-])cc1)N1CCC(Cc2ccccc2)CC1. Results: hERG_inhib (hERG inhibition (general)): blocker.